Dataset: Full USPTO retrosynthesis dataset with 1.9M reactions from patents (1976-2016). Task: Predict the reactants needed to synthesize the given product. (1) Given the product [OH:10][CH2:9][CH2:8][C:5]1[CH:6]=[CH:7][C:2]([NH:1][C:12](=[O:11])[O:14][C:15]([CH3:18])([CH3:17])[CH3:16])=[CH:3][CH:4]=1, predict the reactants needed to synthesize it. The reactants are: [NH2:1][C:2]1[CH:7]=[CH:6][C:5]([CH2:8][CH2:9][OH:10])=[CH:4][CH:3]=1.[O:11](C(OC(C)(C)C)=O)[C:12]([O:14][C:15]([CH3:18])([CH3:17])[CH3:16])=O. (2) Given the product [C:20]([O:28][CH2:29][C@@H:30]([O:46][S:10]([C:3]1[CH:4]=[C:5]([Cl:9])[C:6]([Cl:8])=[CH:7][C:2]=1[Cl:1])(=[O:12])=[O:11])[C@@H:31]([O:37][C:38](=[O:45])[C:39]1[CH:40]=[CH:41][CH:42]=[CH:43][CH:44]=1)[CH2:32][CH:33]=[N:34][O:35][CH3:36])(=[O:27])[C:21]1[CH:22]=[CH:23][CH:24]=[CH:25][CH:26]=1, predict the reactants needed to synthesize it. The reactants are: [Cl:1][C:2]1[CH:7]=[C:6]([Cl:8])[C:5]([Cl:9])=[CH:4][C:3]=1[S:10](Cl)(=[O:12])=[O:11].CN1C=CN=C1.[C:20]([O:28][CH2:29][C@@H:30]([OH:46])[C@@H:31]([O:37][C:38](=[O:45])[C:39]1[CH:44]=[CH:43][CH:42]=[CH:41][CH:40]=1)[CH2:32][CH:33]=[N:34][O:35][CH3:36])(=[O:27])[C:21]1[CH:26]=[CH:25][CH:24]=[CH:23][CH:22]=1.C(OCC)(=O)C. (3) Given the product [F:6][C:7]1[CH:8]=[C:9]([NH:10][CH:15]2[CH2:20][CH2:19][O:18][C:16]2=[O:17])[CH:11]=[CH:12][CH:13]=1, predict the reactants needed to synthesize it. The reactants are: CN(C)C=O.[F:6][C:7]1[CH:8]=[C:9]([CH:11]=[CH:12][CH:13]=1)[NH2:10].Br[CH:15]1[CH2:20][CH2:19][O:18][C:16]1=[O:17].C(=O)([O-])[O-].[Na+].[Na+]. (4) Given the product [CH:20]1([CH2:19][N:18]([CH2:23][CH:24]2[CH2:26][CH2:25]2)[C:17]2[C:16]([S:27][CH3:28])=[N:15][N:14]3[C:9]([C:5]4[C:6]([CH3:8])=[CH:7][C:2]([C:44]5[S:45][CH:46]=[CH:47][N:48]=5)=[CH:3][C:4]=4[O:29][CH3:30])=[CH:10][CH:11]=[CH:12][C:13]=23)[CH2:22][CH2:21]1, predict the reactants needed to synthesize it. The reactants are: Br[C:2]1[CH:7]=[C:6]([CH3:8])[C:5]([C:9]2[N:14]3[N:15]=[C:16]([S:27][CH3:28])[C:17]([N:18]([CH2:23][CH:24]4[CH2:26][CH2:25]4)[CH2:19][CH:20]4[CH2:22][CH2:21]4)=[C:13]3[CH:12]=[CH:11][CH:10]=2)=[C:4]([O:29][CH3:30])[CH:3]=1.C([Sn]([C:44]1[S:45][CH:46]=[CH:47][N:48]=1)(CCCC)CCCC)CCC.C(OCC)(=O)C. (5) Given the product [CH3:8][C:7]([NH:10][C:11](=[O:12])[O:13][C:14]([CH3:17])([CH3:16])[CH3:15])([CH3:9])[CH2:6][O:5][CH2:43][C:37]1[CH:42]=[CH:41][CH:40]=[CH:39][CH:38]=1, predict the reactants needed to synthesize it. The reactants are: CS([O:5][CH2:6][C:7]([NH:10][C:11]([O:13][C:14]([CH3:17])([CH3:16])[CH3:15])=[O:12])([CH3:9])[CH3:8])(=O)=O.CC(NC(=O)OC(C)(C)C)(C)COC1C=CC=CC=1.[C:37]1([CH2:43]O)[CH:42]=[CH:41][CH:40]=[CH:39][CH:38]=1.